From a dataset of NCI-60 drug combinations with 297,098 pairs across 59 cell lines. Regression. Given two drug SMILES strings and cell line genomic features, predict the synergy score measuring deviation from expected non-interaction effect. (1) Drug 1: C1=CN(C(=O)N=C1N)C2C(C(C(O2)CO)O)O.Cl. Drug 2: CN1C(=O)N2C=NC(=C2N=N1)C(=O)N. Cell line: U251. Synergy scores: CSS=28.2, Synergy_ZIP=-8.83, Synergy_Bliss=-9.97, Synergy_Loewe=-5.07, Synergy_HSA=-4.82. (2) Drug 1: C1=C(C(=O)NC(=O)N1)F. Drug 2: CC1C(C(=O)NC(C(=O)N2CCCC2C(=O)N(CC(=O)N(C(C(=O)O1)C(C)C)C)C)C(C)C)NC(=O)C3=C4C(=C(C=C3)C)OC5=C(C(=O)C(=C(C5=N4)C(=O)NC6C(OC(=O)C(N(C(=O)CN(C(=O)C7CCCN7C(=O)C(NC6=O)C(C)C)C)C)C(C)C)C)N)C. Cell line: MCF7. Synergy scores: CSS=28.1, Synergy_ZIP=5.06, Synergy_Bliss=5.80, Synergy_Loewe=5.52, Synergy_HSA=5.53. (3) Drug 1: C#CCC(CC1=CN=C2C(=N1)C(=NC(=N2)N)N)C3=CC=C(C=C3)C(=O)NC(CCC(=O)O)C(=O)O. Drug 2: C1CN(CCN1C(=O)CCBr)C(=O)CCBr. Cell line: OVCAR-4. Synergy scores: CSS=23.8, Synergy_ZIP=2.91, Synergy_Bliss=5.56, Synergy_Loewe=2.24, Synergy_HSA=2.42. (4) Drug 1: CC1=C(C(=O)C2=C(C1=O)N3CC4C(C3(C2COC(=O)N)OC)N4)N. Drug 2: C1C(C(OC1N2C=NC(=NC2=O)N)CO)O. Cell line: A498. Synergy scores: CSS=-3.70, Synergy_ZIP=1.63, Synergy_Bliss=8.61, Synergy_Loewe=-7.06, Synergy_HSA=-1.10. (5) Drug 1: C1=NC2=C(N1)C(=S)N=CN2. Drug 2: CC1CCCC2(C(O2)CC(NC(=O)CC(C(C(=O)C(C1O)C)(C)C)O)C(=CC3=CSC(=N3)C)C)C. Cell line: RXF 393. Synergy scores: CSS=30.8, Synergy_ZIP=-9.16, Synergy_Bliss=-7.22, Synergy_Loewe=-6.56, Synergy_HSA=-2.90. (6) Drug 1: CC1=C(N=C(N=C1N)C(CC(=O)N)NCC(C(=O)N)N)C(=O)NC(C(C2=CN=CN2)OC3C(C(C(C(O3)CO)O)O)OC4C(C(C(C(O4)CO)O)OC(=O)N)O)C(=O)NC(C)C(C(C)C(=O)NC(C(C)O)C(=O)NCCC5=NC(=CS5)C6=NC(=CS6)C(=O)NCCC[S+](C)C)O. Drug 2: C1CCC(C(C1)N)N.C(=O)(C(=O)[O-])[O-].[Pt+4]. Cell line: MCF7. Synergy scores: CSS=44.8, Synergy_ZIP=-6.56, Synergy_Bliss=-2.51, Synergy_Loewe=4.35, Synergy_HSA=5.49. (7) Drug 1: CN(C)N=NC1=C(NC=N1)C(=O)N. Drug 2: C1CN1P(=S)(N2CC2)N3CC3. Cell line: NCI/ADR-RES. Synergy scores: CSS=4.99, Synergy_ZIP=-4.64, Synergy_Bliss=-9.01, Synergy_Loewe=-14.3, Synergy_HSA=-9.38.